Dataset: Forward reaction prediction with 1.9M reactions from USPTO patents (1976-2016). Task: Predict the product of the given reaction. (1) Given the reactants [F:1][C:2]1[C:7]2[NH:8]C(=O)[O:10][C:11](=O)[C:6]=2[CH:5]=[C:4]([I:14])[CH:3]=1.[CH3:15][NH:16][CH3:17], predict the reaction product. The product is: [NH2:8][C:7]1[C:2]([F:1])=[CH:3][C:4]([I:14])=[CH:5][C:6]=1[C:11]([N:16]([CH3:17])[CH3:15])=[O:10]. (2) Given the reactants [CH2:1]([O:8][C:9]([N:11]1[CH2:23][CH2:22][CH2:21][C:12]21[C:15](=[O:16])[N:14]([CH2:17][C:18](O)=[O:19])[CH2:13]2)=[O:10])[C:2]1[CH:7]=[CH:6][CH:5]=[CH:4][CH:3]=1.[NH2:24][C@@H:25]([C@H:29]([OH:31])[CH3:30])[C:26]([NH2:28])=[O:27].CCN(C(C)C)C(C)C.CN(C(ON1N=NC2C=CC=NC1=2)=[N+](C)C)C.F[P-](F)(F)(F)(F)F, predict the reaction product. The product is: [NH2:28][C:26](=[O:27])[CH:25]([NH:24][C:18](=[O:19])[CH2:17][N:14]1[CH2:13][C:12]2([CH2:21][CH2:22][CH2:23][N:11]2[C:9]([O:8][CH2:1][C:2]2[CH:3]=[CH:4][CH:5]=[CH:6][CH:7]=2)=[O:10])[C:15]1=[O:16])[CH:29]([OH:31])[CH3:30]. (3) Given the reactants [CH2:1]([N:5]([CH3:24])[C:6]([C:8]1[CH:9]=[C:10]([C:21](O)=[O:22])[CH:11]=[C:12]([C:14]2[CH:19]=[CH:18][C:17]([CH3:20])=[CH:16][CH:15]=2)[CH:13]=1)=[O:7])[CH:2]([CH3:4])[CH3:3].Cl.CN(C)CCCN=C=NCC.O.ON1C2C=CC=CC=2N=N1.[N:48]1[CH:53]=[CH:52][N:51]=[CH:50][C:49]=1[CH:54]([NH2:56])[CH3:55].C(N(CC)C(C)C)(C)C, predict the reaction product. The product is: [CH2:1]([N:5]([CH3:24])[C:6]([C:8]1[CH:13]=[C:12]([C:14]2[CH:19]=[CH:18][C:17]([CH3:20])=[CH:16][CH:15]=2)[CH:11]=[C:10]([C:21]([NH:56][CH:54]([C:49]2[CH:50]=[N:51][CH:52]=[CH:53][N:48]=2)[CH3:55])=[O:22])[CH:9]=1)=[O:7])[CH:2]([CH3:4])[CH3:3]. (4) Given the reactants [OH:1][C@H:2]1[CH2:7][CH2:6][C@H:5]([NH:8][C:9]2[CH:16]=[C:15]([N:17]3[C:25]4[C:20](=[C:21]([OH:26])[CH:22]=[CH:23][CH:24]=4)[C:19]([C:27]([F:30])([F:29])[F:28])=[N:18]3)[CH:14]=[CH:13][C:10]=2[C:11]#[N:12])[CH2:4][CH2:3]1.C1C=CC(N([S:38]([C:41]([F:44])([F:43])[F:42])(=[O:40])=[O:39])[S:38]([C:41]([F:44])([F:43])[F:42])(=[O:40])=[O:39])=CC=1.[Cl-].[Na+], predict the reaction product. The product is: [C:11]([C:10]1[CH:13]=[CH:14][C:15]([N:17]2[C:25]3[C:20](=[C:21]([O:26][S:38]([C:41]([F:44])([F:43])[F:42])(=[O:40])=[O:39])[CH:22]=[CH:23][CH:24]=3)[C:19]([C:27]([F:29])([F:30])[F:28])=[N:18]2)=[CH:16][C:9]=1[NH:8][C@H:5]1[CH2:6][CH2:7][C@H:2]([OH:1])[CH2:3][CH2:4]1)#[N:12]. (5) Given the reactants Cl.[CH3:2][CH:3]([CH3:7])[C:4](=[NH:6])[NH2:5].[Cl:8][C:9]([SH:12])(Cl)Cl.[OH-].[Na+], predict the reaction product. The product is: [Cl:8][C:9]1[S:12][N:5]=[C:4]([CH:3]([CH3:7])[CH3:2])[N:6]=1.